Dataset: Catalyst prediction with 721,799 reactions and 888 catalyst types from USPTO. Task: Predict which catalyst facilitates the given reaction. Reactant: [Cl:1][C:2]1[CH:3]=[C:4]([C:12]2[O:16][N:15]=[C:14]([C:17]3[C:18]([F:33])=[CH:19][CH:20]=[C:21]4[C:25]=3[NH:24][CH:23]=[C:22]4[CH2:26][CH2:27][C:28]([O:30][CH2:31][CH3:32])=[O:29])[N:13]=2)[CH:5]=[CH:6][C:7]=1[O:8][CH:9]([CH3:11])[CH3:10].[OH-].[K+].[CH3:36]I.[NH4+].[Cl-]. Product: [Cl:1][C:2]1[CH:3]=[C:4]([C:12]2[O:16][N:15]=[C:14]([C:17]3[C:18]([F:33])=[CH:19][CH:20]=[C:21]4[C:25]=3[N:24]([CH3:36])[CH:23]=[C:22]4[CH2:26][CH2:27][C:28]([O:30][CH2:31][CH3:32])=[O:29])[N:13]=2)[CH:5]=[CH:6][C:7]=1[O:8][CH:9]([CH3:11])[CH3:10]. The catalyst class is: 16.